From a dataset of Catalyst prediction with 721,799 reactions and 888 catalyst types from USPTO. Predict which catalyst facilitates the given reaction. (1) Reactant: Br[C:2]1[CH:27]=[CH:26][C:5]2[C:6]3[N:7]([CH:11]=[C:12]([C:14]4[N:18]([C:19]5[CH:24]=[CH:23][CH:22]=[CH:21][C:20]=5[Cl:25])[N:17]=[CH:16][N:15]=4)[N:13]=3)[CH2:8][CH2:9][O:10][C:4]=2[CH:3]=1.[Cl:28][C:29]1[CH:34]=[CH:33][C:32](B(O)O)=[CH:31][CH:30]=1.C([O-])([O-])=O.[Cs+].[Cs+]. Product: [Cl:28][C:29]1[CH:34]=[CH:33][C:32]([C:2]2[CH:27]=[CH:26][C:5]3[C:6]4[N:7]([CH:11]=[C:12]([C:14]5[N:18]([C:19]6[CH:24]=[CH:23][CH:22]=[CH:21][C:20]=6[Cl:25])[N:17]=[CH:16][N:15]=5)[N:13]=4)[CH2:8][CH2:9][O:10][C:4]=3[CH:3]=2)=[CH:31][CH:30]=1. The catalyst class is: 38. (2) Reactant: [F:1][C:2]1([F:28])[C:8]([CH3:10])([CH3:9])[O:7][CH2:6][C:5](=O)[NH:4][C@:3]1([CH3:27])[C:12]1[CH:13]=[C:14]([C:19]2[CH:24]=[C:23]([F:25])[CH:22]=[C:21]([F:26])[CH:20]=2)[CH:15]=[CH:16][C:17]=1[F:18].COC1C=CC(P2(SP(C3C=CC(OC)=CC=3)(=S)S2)=[S:38])=CC=1. Product: [F:1][C:2]1([F:28])[C:8]([CH3:10])([CH3:9])[O:7][CH2:6][C:5](=[S:38])[NH:4][C@:3]1([CH3:27])[C:12]1[CH:13]=[C:14]([C:19]2[CH:24]=[C:23]([F:25])[CH:22]=[C:21]([F:26])[CH:20]=2)[CH:15]=[CH:16][C:17]=1[F:18]. The catalyst class is: 12. (3) Reactant: [NH2:1][C:2]1[CH:3]=[C:4]([CH:19]=[CH:20][CH:21]=1)[O:5][C:6]1[CH:7]=[CH:8][C:9]2[N:10]([CH:12]=[C:13]([C:15]([NH:17][CH3:18])=[O:16])[N:14]=2)[N:11]=1.[CH3:22][N:23]1[C:27]([C:28](Cl)=[O:29])=[CH:26][C:25]([CH3:31])=[N:24]1.O. Product: [CH3:22][N:23]1[C:27]([C:28]([NH:1][C:2]2[CH:3]=[C:4]([CH:19]=[CH:20][CH:21]=2)[O:5][C:6]2[CH:7]=[CH:8][C:9]3[N:10]([CH:12]=[C:13]([C:15]([NH:17][CH3:18])=[O:16])[N:14]=3)[N:11]=2)=[O:29])=[CH:26][C:25]([CH3:31])=[N:24]1. The catalyst class is: 80.